This data is from Catalyst prediction with 721,799 reactions and 888 catalyst types from USPTO. The task is: Predict which catalyst facilitates the given reaction. (1) Reactant: Br[C:2]1[CH:10]=[C:9]2[C:5]([CH2:6][CH2:7][N:8]2[C:11]([O:13][C:14]([CH3:17])([CH3:16])[CH3:15])=[O:12])=[CH:4][C:3]=1[F:18].[CH3:19][N:20]1[CH:24]=[C:23](B2OC(C)(C)C(C)(C)O2)[CH:22]=[N:21]1.C([O-])([O-])=O.[K+].[K+].O. Product: [F:18][C:3]1[CH:4]=[C:5]2[C:9](=[CH:10][C:2]=1[C:23]1[CH:22]=[N:21][N:20]([CH3:19])[CH:24]=1)[N:8]([C:11]([O:13][C:14]([CH3:17])([CH3:16])[CH3:15])=[O:12])[CH2:7][CH2:6]2. The catalyst class is: 117. (2) Reactant: [Cl:1][C:2]1[CH:10]=[C:9]([S:11]([Cl:14])(=[O:13])=[O:12])[CH:8]=[CH:7][C:3]=1[C:4](Cl)=[O:5].[Cl:15][C:16]1[CH:17]=[C:18]([CH:21]=[CH:22][C:23]=1[C:24]([F:27])([F:26])[F:25])[CH2:19][NH2:20].CCN(CC)CC. Product: [Cl:1][C:2]1[CH:10]=[C:9]([S:11]([Cl:14])(=[O:13])=[O:12])[CH:8]=[CH:7][C:3]=1[C:4]([NH:20][CH2:19][C:18]1[CH:21]=[CH:22][C:23]([C:24]([F:25])([F:26])[F:27])=[C:16]([Cl:15])[CH:17]=1)=[O:5]. The catalyst class is: 124. (3) Reactant: [NH2:1][C:2]1[CH:7]=[C:6]([Br:8])[CH:5]=[CH:4][C:3]=1[NH:9][C:10]([C@@H:12]1[CH2:16][CH2:15][CH2:14][N:13]1[C:17]([O:19][C:20]([CH3:23])([CH3:22])[CH3:21])=[O:18])=O.C([O-])(=O)C.[NH4+].C(O)(=O)C. Product: [Br:8][C:6]1[CH:5]=[CH:4][C:3]2[NH:9][C:10]([C@@H:12]3[CH2:16][CH2:15][CH2:14][N:13]3[C:17]([O:19][C:20]([CH3:23])([CH3:22])[CH3:21])=[O:18])=[N:1][C:2]=2[CH:7]=1. The catalyst class is: 25. (4) Reactant: [CH3:1][N:2]([CH2:10][CH2:11][NH:12][C:13](=[O:41])[NH:14][C:15]1[CH:20]=[CH:19][C:18]([C:21]2[N:22]=[C:23]([N:35]3[CH2:40][CH2:39][O:38][CH2:37][CH2:36]3)[C:24]3[N:29]=[N:28][N:27]([CH2:30][C:31]([F:34])([F:33])[F:32])[C:25]=3[N:26]=2)=[CH:17][CH:16]=1)C(=O)OC(C)(C)C.C(O)(C(F)(F)F)=O. Product: [CH3:1][NH:2][CH2:10][CH2:11][NH:12][C:13]([NH:14][C:15]1[CH:20]=[CH:19][C:18]([C:21]2[N:22]=[C:23]([N:35]3[CH2:40][CH2:39][O:38][CH2:37][CH2:36]3)[C:24]3[N:29]=[N:28][N:27]([CH2:30][C:31]([F:33])([F:32])[F:34])[C:25]=3[N:26]=2)=[CH:17][CH:16]=1)=[O:41]. The catalyst class is: 2. (5) The catalyst class is: 2. Reactant: [N+:1]([C:4]1[CH:5]=[C:6]([CH:10]=[CH:11][CH:12]=1)[C:7]([OH:9])=O)([O-:3])=[O:2].[CH3:13][O:14][C:15]([C:17]12[CH2:26][CH:21]3[CH2:22][CH:23]([CH2:25][CH:19]([CH:20]3[NH2:27])[CH2:18]1)[CH2:24]2)=[O:16].C(Cl)CCl.C1C=CC2N(O)N=NC=2C=1. Product: [CH3:13][O:14][C:15]([C:17]12[CH2:26][CH:21]3[CH2:22][CH:23]([CH2:25][CH:19]([CH:20]3[NH:27][C:7](=[O:9])[C:6]3[CH:10]=[CH:11][CH:12]=[C:4]([N+:1]([O-:3])=[O:2])[CH:5]=3)[CH2:18]1)[CH2:24]2)=[O:16].